From a dataset of CYP2C9 inhibition data for predicting drug metabolism from PubChem BioAssay. Regression/Classification. Given a drug SMILES string, predict its absorption, distribution, metabolism, or excretion properties. Task type varies by dataset: regression for continuous measurements (e.g., permeability, clearance, half-life) or binary classification for categorical outcomes (e.g., BBB penetration, CYP inhibition). Dataset: cyp2c9_veith. (1) The compound is COc1ccc(N2C(=O)CSC2c2cccc(F)c2)c(OC)c1. The result is 0 (non-inhibitor). (2) The drug is Cc1cnc(CNc2ccnc(-c3ccccc3C(F)(F)F)n2)cn1. The result is 0 (non-inhibitor). (3) The compound is CC(=O)NCCNc1nc(-c2ccc(C(=O)N(C)C)cc2)nc2ccccc12. The result is 0 (non-inhibitor). (4) The compound is Cc1cccc(C(=O)Nc2cccc(OC(=O)c3cccc(C)c3)c2)c1. The result is 1 (inhibitor). (5) The molecule is O=[N+]([O-])c1ccc2ncccc2c1CCc1c([N+](=O)[O-])ccc2ncccc12. The result is 0 (non-inhibitor). (6) The drug is CC(=O)[C@@H]1CC[C@@H]2[C@@H]3CC=C4C[C@H](OS(=O)(=O)[O-])CC[C@@]4(C)[C@H]3CC[C@@]12C.[Na+]. The result is 0 (non-inhibitor).